Dataset: Reaction yield outcomes from USPTO patents with 853,638 reactions. Task: Predict the reaction yield, written as a fraction of the theoretical maximum amount of product (1.0 means a 100% yield; for example, 0.34 means a 34% yield). (1) The reactants are C(OC(OCC)CCN)C.C(OC(OC(OC(C)(C)C)=O)=O)(C)(C)C.C1(C)C=CC(S(O)(=O)=O)=CC=1.C(O[CH:40](OCC)[CH2:41][CH2:42][NH:43][C:44](=[O:50])[O:45][C:46]([CH3:49])([CH3:48])[CH3:47])C.[NH2:54][CH:55]([C:59]1[N:60]([CH2:70][C:71]2[CH:76]=[CH:75][CH:74]=[CH:73][CH:72]=2)[C:61](=[O:69])[C:62]2[C:67]([CH3:68])=[N:66][S:65][C:63]=2[N:64]=1)[CH:56]([CH3:58])[CH3:57].C(O[BH3-])(=O)C.[Na+]. The catalyst is C1COCC1.C(O)(=O)C.C1(C)C=CC=CC=1.O. The product is [C:46]([O:45][C:44](=[O:50])[NH:43][CH2:42][CH2:41][CH2:40][NH:54][CH:55]([C:59]1[N:60]([CH2:70][C:71]2[CH:72]=[CH:73][CH:74]=[CH:75][CH:76]=2)[C:61](=[O:69])[C:62]2[C:67]([CH3:68])=[N:66][S:65][C:63]=2[N:64]=1)[CH:56]([CH3:58])[CH3:57])([CH3:47])([CH3:48])[CH3:49]. The yield is 0.920. (2) The reactants are [NH2:1][C:2]1[CH:3]=[C:4]([CH2:8][NH:9][C:10](=[O:15])[C:11]([F:14])([F:13])[F:12])[CH:5]=[CH:6][CH:7]=1.O1C(C2C=C(N[C:28]3[N:33]=[C:32]([C:34]4[C:35]([C:43]5[CH:44]=[C:45]([NH:49][C:50](=[O:57])[CH2:51][C:52]6[S:53][CH:54]=[CH:55][CH:56]=6)[CH:46]=[CH:47][CH:48]=5)=[N:36][N:37]5[CH:42]=[CH:41][CH:40]=[CH:39][C:38]=45)[CH:31]=[CH:30][N:29]=3)C=CC=2)=CN=C1. The catalyst is CC(O)C.Cl.C(Cl)Cl. The product is [F:14][C:11]([F:12])([F:13])[C:10]([NH:9][CH2:8][C:4]1[CH:5]=[CH:6][CH:7]=[C:2]([NH:1][C:28]2[N:33]=[C:32]([C:34]3[C:35]([C:43]4[CH:48]=[CH:47][CH:46]=[C:45]([NH:49][C:50](=[O:57])[CH2:51][C:52]5[S:53][CH:54]=[CH:55][CH:56]=5)[CH:44]=4)=[N:36][N:37]4[CH:42]=[CH:41][CH:40]=[CH:39][C:38]=34)[CH:31]=[CH:30][N:29]=2)[CH:3]=1)=[O:15]. The yield is 0.670.